This data is from NCI-60 drug combinations with 297,098 pairs across 59 cell lines. The task is: Regression. Given two drug SMILES strings and cell line genomic features, predict the synergy score measuring deviation from expected non-interaction effect. (1) Drug 1: CC1CCC2CC(C(=CC=CC=CC(CC(C(=O)C(C(C(=CC(C(=O)CC(OC(=O)C3CCCCN3C(=O)C(=O)C1(O2)O)C(C)CC4CCC(C(C4)OC)O)C)C)O)OC)C)C)C)OC. Drug 2: CC1C(C(CC(O1)OC2CC(CC3=C2C(=C4C(=C3O)C(=O)C5=C(C4=O)C(=CC=C5)OC)O)(C(=O)CO)O)N)O.Cl. Cell line: NCI-H522. Synergy scores: CSS=36.1, Synergy_ZIP=2.20, Synergy_Bliss=1.11, Synergy_Loewe=-0.500, Synergy_HSA=2.43. (2) Drug 1: C1C(C(OC1N2C=NC3=C2NC=NCC3O)CO)O. Drug 2: CC1CCCC2(C(O2)CC(NC(=O)CC(C(C(=O)C(C1O)C)(C)C)O)C(=CC3=CSC(=N3)C)C)C. Cell line: SR. Synergy scores: CSS=65.0, Synergy_ZIP=0.196, Synergy_Bliss=0.985, Synergy_Loewe=-13.5, Synergy_HSA=-0.0111. (3) Drug 2: CC(C)NC(=O)C1=CC=C(C=C1)CNNC.Cl. Drug 1: COC1=NC(=NC2=C1N=CN2C3C(C(C(O3)CO)O)O)N. Cell line: MDA-MB-435. Synergy scores: CSS=7.25, Synergy_ZIP=-2.12, Synergy_Bliss=4.17, Synergy_Loewe=1.42, Synergy_HSA=2.99. (4) Drug 1: CCC(=C(C1=CC=CC=C1)C2=CC=C(C=C2)OCCN(C)C)C3=CC=CC=C3.C(C(=O)O)C(CC(=O)O)(C(=O)O)O. Drug 2: CN1C2=C(C=C(C=C2)N(CCCl)CCCl)N=C1CCCC(=O)O.Cl. Cell line: SF-268. Synergy scores: CSS=-1.87, Synergy_ZIP=2.87, Synergy_Bliss=3.35, Synergy_Loewe=1.01, Synergy_HSA=-0.294. (5) Drug 1: CCC1(C2=C(COC1=O)C(=O)N3CC4=CC5=C(C=CC(=C5CN(C)C)O)N=C4C3=C2)O.Cl. Drug 2: CC1C(C(CC(O1)OC2CC(CC3=C2C(=C4C(=C3O)C(=O)C5=C(C4=O)C(=CC=C5)OC)O)(C(=O)CO)O)N)O.Cl. Cell line: RXF 393. Synergy scores: CSS=66.1, Synergy_ZIP=5.18, Synergy_Bliss=8.92, Synergy_Loewe=10.5, Synergy_HSA=11.1. (6) Drug 1: CCCCCOC(=O)NC1=NC(=O)N(C=C1F)C2C(C(C(O2)C)O)O. Drug 2: C#CCC(CC1=CN=C2C(=N1)C(=NC(=N2)N)N)C3=CC=C(C=C3)C(=O)NC(CCC(=O)O)C(=O)O. Cell line: SF-539. Synergy scores: CSS=31.6, Synergy_ZIP=-2.69, Synergy_Bliss=-6.28, Synergy_Loewe=-8.09, Synergy_HSA=-6.73.